Dataset: hERG potassium channel inhibition data for cardiac toxicity prediction from Karim et al.. Task: Regression/Classification. Given a drug SMILES string, predict its toxicity properties. Task type varies by dataset: regression for continuous values (e.g., LD50, hERG inhibition percentage) or binary classification for toxic/non-toxic outcomes (e.g., AMES mutagenicity, cardiotoxicity, hepatotoxicity). Dataset: herg_karim. (1) The drug is CC(C)Oc1cc2c(OC[C@@H]3CCC(=O)N3)nccc2cc1C(N)=O. The result is 0 (non-blocker). (2) The drug is COc1ccc2c(=O)n(C[C@@H](O)CO)c(C#N)c(-c3ccccc3)c2c1. The result is 0 (non-blocker).